Dataset: Experimentally validated miRNA-target interactions with 360,000+ pairs, plus equal number of negative samples. Task: Binary Classification. Given a miRNA mature sequence and a target amino acid sequence, predict their likelihood of interaction. (1) The miRNA is hsa-miR-6817-3p with sequence UCUCUCUGACUCCAUGGCA. The protein sequence of the target gene is MTTEQARGQQGPNLAIGRQKPPAGVVTPKSDAEEPPLTRKRSKKERGLRGSRKRTGSSGEQTGPEAPGSSNNPPSTGEGPAGAPPASPGPASSRQSHRHRPDSLHDAAQRTYGPLLNRVFGKDRELGPEELDELQAAFEEFDTDRDGYISHRELGDCMRTLGYMPTEMELLEVSQHIKMRMGGRVDFEEFVELIGPKLREETAHMLGVRELRIAFREFDRDRDGRITVAELREAVPALLGEPLAGPELDEMLREVDLNGDGTVDFDEFVMMLSRH. Result: 1 (interaction). (2) The miRNA is hsa-miR-550b-3p with sequence UCUUACUCCCUCAGGCACUG. The protein sequence of the target gene is MPRRKQQAPRRSAAYVPEEELKAAEIDEEHVEDDGLSLDIQESEYMCNEETEIKEAQSYQNSPVSSATNQDAGYGSPFSESSDQLAHFKGSSSREEKEDPQCPDSVSYPQDSLAQIKAVYANLFSESCWSSLALDLKKSGSTTSTNDASQKESSAPTPTPPTCPVSTTGPTTSTPSTSCSSSTSHSSTTSTSSSSGYDWHQAALAKTLQQTSSYGLLPEPSLFSTVQLYRQNNKLYGSVFTGASKFRCKDCSAAYDTLVELTVHMNETGHYRDDNRDKDSEKTKRWSKPRKRSLMEMEGK.... Result: 0 (no interaction). (3) The miRNA is hsa-miR-6831-3p with sequence UGACUAACUCCCACUCUACAG. The protein sequence of the target gene is MWKASAGHAVSITQDDGGADDWETDPDFVNDVSEKEQRWGAKTVQGSGHQEHINIHKLRENVFQEHQTLKEKELETGPKASHGYGGKFGVEQDRMDRSAVGHEYQSKLSKHCSQVDSVRGFGGKFGVQMDRVDQSAVGFEYQGKTEKHASQKDYSSGFGGKYGVQADRVDKSAVGFDYQGKTEKHESQKDYSKGFGGKYGIDKDKVDKSAVGFEYQGKTEKHESQKDYVKGFGGKFGVQTDRQDKCALGWDHQEKLQLHESQKDYKTGFGGKFGVQSERQDSSAVGFDYKERLAKHESQQ.... Result: 0 (no interaction). (4) The miRNA is hsa-miR-744-3p with sequence CUGUUGCCACUAACCUCAACCU. The protein sequence of the target gene is MKLSVCLLLVTLALCCYQANAEFCPALVSELLDFFFISEPLFKLSLAKFDAPPEAVAAKLGVKRCTDQMSLQKRSLIAEVLVKILKKCSV. Result: 0 (no interaction). (5) The miRNA is mmu-miR-344h-3p with sequence GGUAUAACCAAAGCCCGACUGU. The protein sequence of the target gene is MVHAEAFSRPLSRNEVVGLIFRLTIFGAVTYFTIKWMVDAIDPTRKQKVEAQKQAEKLMKQIGVKNVKLSEYEMSIAAHLVDPLNMHVTWSDIAGLDDVITDLKDTVILPIKKKHLFENSRLLQPPKGVLLYGPPGCGKTLIAKATAKEAGCRFINLQPSTLTDKWYGESQKLAAAVFSLAIKLQPSIIFIDEIDSFLRNRSSSDHEATAMMKAQFMSLWDGLDTDHSCQVIVMGATNRPQDLDSAIMRRMPTRFHINQPALKQREAILKLILKNENVDRHVDLLEVAQETDGFSGSDLK.... Result: 0 (no interaction).